This data is from NCI-60 drug combinations with 297,098 pairs across 59 cell lines. The task is: Regression. Given two drug SMILES strings and cell line genomic features, predict the synergy score measuring deviation from expected non-interaction effect. (1) Drug 1: CC1=C2C(C(=O)C3(C(CC4C(C3C(C(C2(C)C)(CC1OC(=O)C(C(C5=CC=CC=C5)NC(=O)C6=CC=CC=C6)O)O)OC(=O)C7=CC=CC=C7)(CO4)OC(=O)C)O)C)OC(=O)C. Drug 2: CCC1=C2CN3C(=CC4=C(C3=O)COC(=O)C4(CC)O)C2=NC5=C1C=C(C=C5)O. Cell line: SK-MEL-5. Synergy scores: CSS=20.6, Synergy_ZIP=-8.72, Synergy_Bliss=-1.12, Synergy_Loewe=0.0116, Synergy_HSA=2.13. (2) Drug 1: CC(C1=C(C=CC(=C1Cl)F)Cl)OC2=C(N=CC(=C2)C3=CN(N=C3)C4CCNCC4)N. Drug 2: CCC1=CC2CC(C3=C(CN(C2)C1)C4=CC=CC=C4N3)(C5=C(C=C6C(=C5)C78CCN9C7C(C=CC9)(C(C(C8N6C)(C(=O)OC)O)OC(=O)C)CC)OC)C(=O)OC.C(C(C(=O)O)O)(C(=O)O)O. Cell line: LOX IMVI. Synergy scores: CSS=39.8, Synergy_ZIP=-8.74, Synergy_Bliss=-2.83, Synergy_Loewe=-5.25, Synergy_HSA=0.0194. (3) Drug 1: C1=CC(=CC=C1C#N)C(C2=CC=C(C=C2)C#N)N3C=NC=N3. Drug 2: C1CN(P(=O)(OC1)NCCCl)CCCl. Cell line: MALME-3M. Synergy scores: CSS=-6.20, Synergy_ZIP=2.67, Synergy_Bliss=-1.28, Synergy_Loewe=-6.27, Synergy_HSA=-7.80. (4) Cell line: SNB-19. Synergy scores: CSS=1.05, Synergy_ZIP=2.33, Synergy_Bliss=3.51, Synergy_Loewe=3.75, Synergy_HSA=3.33. Drug 2: CC(C)(C#N)C1=CC(=CC(=C1)CN2C=NC=N2)C(C)(C)C#N. Drug 1: CS(=O)(=O)C1=CC(=C(C=C1)C(=O)NC2=CC(=C(C=C2)Cl)C3=CC=CC=N3)Cl. (5) Drug 1: CC1=CC=C(C=C1)C2=CC(=NN2C3=CC=C(C=C3)S(=O)(=O)N)C(F)(F)F. Drug 2: CCC(=C(C1=CC=CC=C1)C2=CC=C(C=C2)OCCN(C)C)C3=CC=CC=C3.C(C(=O)O)C(CC(=O)O)(C(=O)O)O. Cell line: SNB-19. Synergy scores: CSS=8.66, Synergy_ZIP=-1.87, Synergy_Bliss=2.77, Synergy_Loewe=1.31, Synergy_HSA=1.45. (6) Drug 1: CCC(=C(C1=CC=CC=C1)C2=CC=C(C=C2)OCCN(C)C)C3=CC=CC=C3.C(C(=O)O)C(CC(=O)O)(C(=O)O)O. Drug 2: CC1CCC2CC(C(=CC=CC=CC(CC(C(=O)C(C(C(=CC(C(=O)CC(OC(=O)C3CCCCN3C(=O)C(=O)C1(O2)O)C(C)CC4CCC(C(C4)OC)O)C)C)O)OC)C)C)C)OC. Cell line: NCIH23. Synergy scores: CSS=6.64, Synergy_ZIP=7.32, Synergy_Bliss=5.50, Synergy_Loewe=-22.5, Synergy_HSA=-4.17. (7) Drug 2: COC1=C2C(=CC3=C1OC=C3)C=CC(=O)O2. Synergy scores: CSS=27.5, Synergy_ZIP=0.601, Synergy_Bliss=0.379, Synergy_Loewe=-18.3, Synergy_HSA=2.14. Cell line: T-47D. Drug 1: CC1=C2C(C(=O)C3(C(CC4C(C3C(C(C2(C)C)(CC1OC(=O)C(C(C5=CC=CC=C5)NC(=O)OC(C)(C)C)O)O)OC(=O)C6=CC=CC=C6)(CO4)OC(=O)C)OC)C)OC. (8) Drug 1: CC1C(C(CC(O1)OC2CC(OC(C2O)C)OC3=CC4=CC5=C(C(=O)C(C(C5)C(C(=O)C(C(C)O)O)OC)OC6CC(C(C(O6)C)O)OC7CC(C(C(O7)C)O)OC8CC(C(C(O8)C)O)(C)O)C(=C4C(=C3C)O)O)O)O. Drug 2: CCN(CC)CCCC(C)NC1=C2C=C(C=CC2=NC3=C1C=CC(=C3)Cl)OC. Cell line: 786-0. Synergy scores: CSS=47.7, Synergy_ZIP=-4.36, Synergy_Bliss=-1.89, Synergy_Loewe=-8.43, Synergy_HSA=-1.35. (9) Drug 1: C1CN1C2=NC(=NC(=N2)N3CC3)N4CC4. Drug 2: CC(CN1CC(=O)NC(=O)C1)N2CC(=O)NC(=O)C2. Cell line: SF-268. Synergy scores: CSS=37.9, Synergy_ZIP=-9.13, Synergy_Bliss=-3.84, Synergy_Loewe=-16.9, Synergy_HSA=-2.62. (10) Drug 1: CC(C1=C(C=CC(=C1Cl)F)Cl)OC2=C(N=CC(=C2)C3=CN(N=C3)C4CCNCC4)N. Drug 2: C1=NC2=C(N=C(N=C2N1C3C(C(C(O3)CO)O)F)Cl)N. Cell line: MDA-MB-231. Synergy scores: CSS=17.0, Synergy_ZIP=-4.98, Synergy_Bliss=-5.94, Synergy_Loewe=-11.2, Synergy_HSA=-3.92.